This data is from Reaction yield outcomes from USPTO patents with 853,638 reactions. The task is: Predict the reaction yield, written as a fraction of the theoretical maximum amount of product (1.0 means a 100% yield; for example, 0.34 means a 34% yield). (1) The reactants are C([N:8]1[CH2:13][CH2:12][N:11]([CH:14]2[CH2:20][CH:19]3[C:21](=[CH2:22])[CH:16]([CH2:17][CH2:18]3)[CH2:15]2)[CH2:10][CH2:9]1)C1C=CC=CC=1. The catalyst is CO.[OH-].[OH-].[Pd+2]. The product is [CH3:22][CH:21]1[CH:16]2[CH2:17][CH2:18][CH:19]1[CH2:20][CH:14]([N:11]1[CH2:12][CH2:13][NH:8][CH2:9][CH2:10]1)[CH2:15]2. The yield is 0.860. (2) The reactants are [C:1]([O:5][C:6]([N:8]([C:16]1[C:21]([C:22]#[C:23][Si](C)(C)C)=[N:20][C:19]([N:28]2[CH2:33][CH2:32][N:31]([S:34]([CH2:37][CH3:38])(=[O:36])=[O:35])[CH2:30][CH2:29]2)=[CH:18][N:17]=1)[C:9](=[O:15])[O:10][C:11]([CH3:14])([CH3:13])[CH3:12])=[O:7])([CH3:4])([CH3:3])[CH3:2].C([O-])([O-])=O.[K+].[K+]. The catalyst is CO. The product is [C:11]([O:10][C:9]([N:8]([C:16]1[C:21]([C:22]#[CH:23])=[N:20][C:19]([N:28]2[CH2:33][CH2:32][N:31]([S:34]([CH2:37][CH3:38])(=[O:35])=[O:36])[CH2:30][CH2:29]2)=[CH:18][N:17]=1)[C:6](=[O:7])[O:5][C:1]([CH3:3])([CH3:2])[CH3:4])=[O:15])([CH3:12])([CH3:13])[CH3:14]. The yield is 0.600. (3) The reactants are [CH2:1]([O:8][C:9]1[CH:37]=[CH:36][CH:35]=[CH:34][C:10]=1[O:11][CH2:12][CH2:13][N:14]1[C:22]2[C:17](=[CH:18][CH:19]=[C:20]([C:23]([O:25][CH3:26])=[O:24])[CH:21]=2)[C:16]([CH:27]2[CH2:32][CH2:31][CH2:30][CH2:29][CH2:28]2)=[C:15]1Br)[C:2]1[CH:7]=[CH:6][CH:5]=[CH:4][CH:3]=1.C([O-])(=O)C.[K+]. The catalyst is CN(C)C(=O)C.C1C=CC([P]([Pd]([P](C2C=CC=CC=2)(C2C=CC=CC=2)C2C=CC=CC=2)([P](C2C=CC=CC=2)(C2C=CC=CC=2)C2C=CC=CC=2)[P](C2C=CC=CC=2)(C2C=CC=CC=2)C2C=CC=CC=2)(C2C=CC=CC=2)C2C=CC=CC=2)=CC=1. The product is [CH2:1]([O:8][C:9]1[C:10]2[O:11][CH2:12][CH2:13][N:14]3[C:15](=[C:16]([CH:27]4[CH2:32][CH2:31][CH2:30][CH2:29][CH2:28]4)[C:17]4[CH:18]=[CH:19][C:20]([C:23]([O:25][CH3:26])=[O:24])=[CH:21][C:22]=43)[C:34]=2[CH:35]=[CH:36][CH:37]=1)[C:2]1[CH:7]=[CH:6][CH:5]=[CH:4][CH:3]=1. The yield is 0.340. (4) The reactants are [C:1]1(=[O:8])[O:7][C:5](=[O:6])[CH2:4][O:3][CH2:2]1.C(N(CC)C(C)C)(C)C.[O:18]1[C:22]2[CH:23]=[CH:24][C:25]([S:27]([N:30]([CH2:62][CH:63]([CH3:65])[CH3:64])[CH2:31][C@@H:32]([OH:61])[C@@H:33]([NH:49][C:50](=[O:60])[O:51][C@@H:52]3[C@H:59]4[C@H:55]([O:56][CH2:57][CH2:58]4)[O:54][CH2:53]3)[CH2:34][C:35]3[CH:40]=[CH:39][C:38]([O:41][CH2:42][C:43]4[N:44]=[C:45]([CH3:48])[S:46][CH:47]=4)=[CH:37][CH:36]=3)(=[O:29])=[O:28])=[CH:26][C:21]=2[O:20][CH2:19]1. The catalyst is ClCCl. The product is [O:54]1[C@H:55]2[O:56][CH2:57][CH2:58][C@H:59]2[C@@H:52]([O:51][C:50]([NH:49][C@@H:33]([CH2:34][C:35]2[CH:36]=[CH:37][C:38]([O:41][CH2:42][C:43]3[N:44]=[C:45]([CH3:48])[S:46][CH:47]=3)=[CH:39][CH:40]=2)[C@H:32]([O:61][C:5](=[O:6])[CH2:4][O:3][CH2:2][C:1]([OH:7])=[O:8])[CH2:31][N:30]([S:27]([C:25]2[CH:24]=[CH:23][C:22]3[O:18][CH2:19][O:20][C:21]=3[CH:26]=2)(=[O:29])=[O:28])[CH2:62][CH:63]([CH3:64])[CH3:65])=[O:60])[CH2:53]1. The yield is 0.760. (5) The reactants are [F:1][C:2]1[CH:18]=[CH:17][C:5]([CH2:6][O:7][C:8]2[CH:13]=[CH:12][C:11]([N+:14]([O-])=O)=[CH:10][N:9]=2)=[CH:4][CH:3]=1.C(OCC)(=O)C. The catalyst is O.C(O)(=O)C.[Fe]. The product is [F:1][C:2]1[CH:18]=[CH:17][C:5]([CH2:6][O:7][C:8]2[N:9]=[CH:10][C:11]([NH2:14])=[CH:12][CH:13]=2)=[CH:4][CH:3]=1. The yield is 0.450. (6) The reactants are [NH2:1][C:2]1[CH:7]=[CH:6][C:5]([OH:8])=[C:4]([F:9])[CH:3]=1.CC(C)([O-])C.[Na+].Cl[C:17]1[CH:22]=[CH:21][N:20]=[C:19]2[CH:23]=[C:24]([C:26]3[N:31]=[CH:30][C:29]([CH2:32][N:33]4[CH2:38][CH2:37][CH2:36][O:35][C:34]4=[O:39])=[CH:28][CH:27]=3)[S:25][C:18]=12.O. The catalyst is CS(C)=O. The product is [NH2:1][C:2]1[CH:7]=[CH:6][C:5]([O:8][C:17]2[CH:22]=[CH:21][N:20]=[C:19]3[CH:23]=[C:24]([C:26]4[N:31]=[CH:30][C:29]([CH2:32][N:33]5[CH2:38][CH2:37][CH2:36][O:35][C:34]5=[O:39])=[CH:28][CH:27]=4)[S:25][C:18]=23)=[C:4]([F:9])[CH:3]=1. The yield is 0.330. (7) The reactants are [N:1]([C:4]1([CH3:19])[CH2:10][CH2:9][N:8]([CH2:11][C:12]2[CH:17]=[CH:16][CH:15]=[CH:14][CH:13]=2)[CH2:7][CH2:6][CH:5]1[OH:18])=[N+]=[N-].CP(C)C. The catalyst is C1COCC1.O. The product is [NH2:1][C:4]1([CH3:19])[CH2:10][CH2:9][N:8]([CH2:11][C:12]2[CH:13]=[CH:14][CH:15]=[CH:16][CH:17]=2)[CH2:7][CH2:6][CH:5]1[OH:18]. The yield is 0.890. (8) The reactants are CC1(CN2C=C([N+]([O-])=O)N=C2)CO1.C(OC(N1CCNCC1)=O)(C)(C)C.[C:27]([O:31][C:32]([N:34]1[CH2:39][CH2:38][N:37]([CH2:40][C:41]([OH:53])([CH3:52])[CH2:42][N:43]2[CH:47]=[C:46]([N+:48]([O-:50])=[O:49])[N:45]=[C:44]2Br)[CH2:36][CH2:35]1)=[O:33])([CH3:30])([CH3:29])[CH3:28].[H-].[Na+]. The product is [C:27]([O:31][C:32]([N:34]1[CH2:39][CH2:38][N:37]([CH2:40][C:41]2([CH3:52])[O:53][C:44]3=[N:45][C:46]([N+:48]([O-:50])=[O:49])=[CH:47][N:43]3[CH2:42]2)[CH2:36][CH2:35]1)=[O:33])([CH3:30])([CH3:29])[CH3:28]. The yield is 0.500. The catalyst is CC(O)C.CN(C=O)C.O. (9) The reactants are [F:1][C:2]1[CH:11]=[CH:10][C:9]([O:12][CH2:13][CH2:14][CH3:15])=[C:8]2[C:3]=1[C:4](=[O:17])[C:5](I)=[CH:6][NH:7]2.C1(C)C=CC=CC=1.[O:25]1[CH:29]=[CH:28][C:27](B(O)O)=[CH:26]1.C(=O)([O-])[O-].[Na+].[Na+]. The catalyst is O.CO. The product is [F:1][C:2]1[CH:11]=[CH:10][C:9]([O:12][CH2:13][CH2:14][CH3:15])=[C:8]2[C:3]=1[C:4](=[O:17])[C:5]([C:27]1[CH:28]=[CH:29][O:25][CH:26]=1)=[CH:6][NH:7]2. The yield is 0.580. (10) The yield is 0.256. The catalyst is C(#N)C. The product is [Cl:2][C:3]1[CH:16]=[CH:15][C:6]([CH2:7][N:8]2[CH2:12][CH2:11][CH:10]([NH2:23])[C:9]2=[O:14])=[CH:5][CH:4]=1. The reactants are N.[Cl:2][C:3]1[CH:16]=[CH:15][C:6]([CH2:7][N:8]2[CH2:12][CH2:11][CH:10](Br)[C:9]2=[O:14])=[CH:5][CH:4]=1.CO.C(Cl)Cl.C(=O)(OC(C)(C)C)[NH2:23].